The task is: Predict the reactants needed to synthesize the given product.. This data is from Full USPTO retrosynthesis dataset with 1.9M reactions from patents (1976-2016). (1) The reactants are: [N:1]12[CH2:8][CH2:7][CH:4]([CH2:5][CH2:6]1)[C@H:3]([OH:9])[CH2:2]2.C[O:11][C:12]([C:14]1([C:21]2[CH:26]=[CH:25][CH:24]=[CH:23][CH:22]=2)[CH2:20][CH2:19][CH2:18][CH2:17][CH2:16][CH2:15]1)=O.[H-].[Na+].C([O-])(O)=O.[Na+]. Given the product [N:1]12[CH2:8][CH2:7][CH:4]([CH2:5][CH2:6]1)[C@H:3]([O:9][C:12]([C:14]1([C:21]3[CH:26]=[CH:25][CH:24]=[CH:23][CH:22]=3)[CH2:15][CH2:16][CH2:17][CH2:18][CH2:19][CH2:20]1)=[O:11])[CH2:2]2, predict the reactants needed to synthesize it. (2) Given the product [CH3:15][N:16]([CH3:31])[CH2:17][CH2:18][N:19]([CH3:30])[C:20]1[S:21][C:22]2[CH:28]=[C:27]([NH:29][C:10](=[O:12])[C:9]3[CH:8]=[CH:7][C:6]([C:2]4[S:1][CH:5]=[CH:4][CH:3]=4)=[CH:14][CH:13]=3)[CH:26]=[CH:25][C:23]=2[N:24]=1, predict the reactants needed to synthesize it. The reactants are: [S:1]1[CH:5]=[CH:4][CH:3]=[C:2]1[C:6]1[CH:14]=[CH:13][C:9]([C:10]([OH:12])=O)=[CH:8][CH:7]=1.[CH3:15][N:16]([CH3:31])[CH2:17][CH2:18][N:19]([CH3:30])[C:20]1[S:21][C:22]2[CH:28]=[C:27]([NH2:29])[CH:26]=[CH:25][C:23]=2[N:24]=1.